Dataset: Reaction yield outcomes from USPTO patents with 853,638 reactions. Task: Predict the reaction yield, written as a fraction of the theoretical maximum amount of product (1.0 means a 100% yield; for example, 0.34 means a 34% yield). (1) The reactants are [NH:1]1[C:5]2=[CH:6][N:7]=[CH:8][CH:9]=[C:4]2[C:3]2([CH2:11][CH2:10]2)[C:2]1=[O:12].[H-].[Na+].[Cl:15][C:16]1[CH:17]=[C:18]2[C:22](=[CH:23][CH:24]=1)[N:21]([S:25]([C:28]1[CH:33]=[CH:32][CH:31]=[CH:30][CH:29]=1)(=[O:27])=[O:26])[C:20]([CH2:34]Cl)=[CH:19]2. The catalyst is CN(C)C=O. The product is [Cl:15][C:16]1[CH:17]=[C:18]2[C:22](=[CH:23][CH:24]=1)[N:21]([S:25]([C:28]1[CH:33]=[CH:32][CH:31]=[CH:30][CH:29]=1)(=[O:27])=[O:26])[C:20]([CH2:34][N:1]1[C:5]3=[CH:6][N:7]=[CH:8][CH:9]=[C:4]3[C:3]3([CH2:10][CH2:11]3)[C:2]1=[O:12])=[CH:19]2. The yield is 0.215. (2) The reactants are [H-].COCCO[Al+]OCCOC.[Na+].[H-].[NH2:15][C:16]1([CH3:31])[C:20]2([CH2:22][CH2:21]2)[C:19](=O)[N:18]([CH2:24][C:25]2[CH:30]=[CH:29][CH:28]=[CH:27][CH:26]=2)[CH2:17]1.[OH-].[Na+]. The catalyst is C1(C)C=CC=CC=1. The product is [NH2:15][C:16]1([CH3:31])[C:20]2([CH2:22][CH2:21]2)[CH2:19][N:18]([CH2:24][C:25]2[CH:30]=[CH:29][CH:28]=[CH:27][CH:26]=2)[CH2:17]1. The yield is 1.00. (3) The catalyst is CN(C)C=O. The product is [CH2:1]([O:3][C:4]([N:6]1[CH2:15][CH2:14][C:13]2[C:8](=[CH:9][C:10]([O:16][CH2:28][C:27]3[CH:30]=[CH:31][C:24]([Cl:23])=[CH:25][CH:26]=3)=[CH:11][CH:12]=2)[CH2:7]1)=[O:5])[CH3:2]. The reactants are [CH2:1]([O:3][C:4]([N:6]1[CH2:15][CH2:14][C:13]2[C:8](=[CH:9][C:10]([OH:16])=[CH:11][CH:12]=2)[CH2:7]1)=[O:5])[CH3:2].C(=O)([O-])[O-].[K+].[K+].[Cl:23][C:24]1[CH:31]=[CH:30][C:27]([CH2:28]Br)=[CH:26][CH:25]=1. The yield is 0.710. (4) The product is [CH3:45][C:43]1[CH:42]=[C:28]([CH:27]=[C:26]([CH3:25])[CH:44]=1)[C:29]([C:31]1[N:36]([CH2:2][C:3]2[CH:8]=[CH:7][N:6]=[C:5]([NH:9][C:10](=[O:12])[CH3:11])[CH:4]=2)[C:35](=[O:37])[NH:34][C:33](=[O:38])[C:32]=1[CH:39]([CH3:41])[CH3:40])=[O:30]. The yield is 0.380. The reactants are O[CH2:2][C:3]1[CH:8]=[CH:7][N:6]=[C:5]([NH:9][C:10](=[O:12])[CH3:11])[CH:4]=1.C(N(CC)CC)C.CS(Cl)(=O)=O.[CH3:25][C:26]1[CH:27]=[C:28]([CH:42]=[C:43]([CH3:45])[CH:44]=1)[C:29]([C:31]1[NH:36][C:35](=[O:37])[NH:34][C:33](=[O:38])[C:32]=1[CH:39]([CH3:41])[CH3:40])=[O:30].C(=O)([O-])[O-].[K+].[K+].[I-].[Li+]. The catalyst is C(Cl)(Cl)Cl.CN(C=O)C. (5) The reactants are [CH3:1][O:2][C:3]1[CH:12]=[C:11]2[C:6]([CH:7]=[CH:8][C:9](O)=[CH:10]2)=[CH:5][CH:4]=1.[Br:14][C:15]1[CH:22]=[CH:21][C:20]([O:23][CH3:24])=[CH:19][C:16]=1[CH2:17][OH:18].C1(P(C2C=CC=CC=2)C2C=CC=CC=2)C=CC=CC=1.CCOC(/N=N/C(OCC)=O)=O. The catalyst is C1COCC1. The product is [Br:14][C:15]1[CH:22]=[CH:21][C:20]([O:23][CH3:24])=[CH:19][C:16]=1[CH2:17][O:18][C:9]1[CH:8]=[CH:7][C:6]2[C:11](=[CH:12][C:3]([O:2][CH3:1])=[CH:4][CH:5]=2)[CH:10]=1. The yield is 0.590. (6) The reactants are [CH2:1]([C:5]1[O:6][C:7]2[CH:32]=[CH:31][CH:30]=[CH:29][C:8]=2[C:9]=1[C:10]([NH:12][C:13]1[CH:18]=[CH:17][C:16]([C:19]2[CH:24]=[CH:23][C:22]([O:25][CH2:26][C:27]#[N:28])=[CH:21][CH:20]=2)=[CH:15][CH:14]=1)=[O:11])[CH2:2][CH2:3][CH3:4].[N-:33]=[N+:34]=[N-:35].[Na+].[Cl-].[NH4+]. The catalyst is C(OCC)(=O)C. The product is [CH2:1]([C:5]1[O:6][C:7]2[CH:32]=[CH:31][CH:30]=[CH:29][C:8]=2[C:9]=1[C:10]([NH:12][C:13]1[CH:18]=[CH:17][C:16]([C:19]2[CH:24]=[CH:23][C:22]([O:25][CH2:26][C:27]3[NH:35][N:34]=[N:33][N:28]=3)=[CH:21][CH:20]=2)=[CH:15][CH:14]=1)=[O:11])[CH2:2][CH2:3][CH3:4]. The yield is 0.590. (7) The reactants are IC.[H-].[Na+].[C:5]([CH:9]1[CH:13]([C:14]([OH:16])=[O:15])[CH2:12][C:11](=[O:17])[N:10]1[C@@H:18]([C:20]1[CH:25]=[CH:24][CH:23]=[CH:22][CH:21]=1)[CH3:19])([CH3:8])([CH3:7])[CH3:6].[C:26](O)(=O)CC(CC(O)=O)(C(O)=O)O. The catalyst is CN(C=O)C. The product is [C:5]([CH:9]1[C@@:13]([CH3:26])([C:14]([OH:16])=[O:15])[CH2:12][C:11](=[O:17])[N:10]1[C@@H:18]([C:20]1[CH:21]=[CH:22][CH:23]=[CH:24][CH:25]=1)[CH3:19])([CH3:6])([CH3:7])[CH3:8]. The yield is 0.337. (8) The reactants are I[C:2]1[CH:3]=[CH:4][C:5]2[N:6]([CH:8]=[C:9]([C:11]3[C:12]([C:17]4[CH:22]=[CH:21][CH:20]=[CH:19][CH:18]=4)=[N:13][O:14][C:15]=3[CH3:16])[N:10]=2)[CH:7]=1.[C:23]([NH2:31])(=[O:30])[C:24]1[CH:29]=[CH:28][CH:27]=[CH:26][CH:25]=1.C(=O)([O-])[O-].[Cs+].[Cs+].O. The catalyst is CN(C=O)C.Cl.C(OCC)(=O)C.[Cu]I. The product is [CH3:16][C:15]1[O:14][N:13]=[C:12]([C:17]2[CH:22]=[CH:21][CH:20]=[CH:19][CH:18]=2)[C:11]=1[C:9]1[N:10]=[C:5]2[CH:4]=[CH:3][C:2]([NH:31][C:23](=[O:30])[C:24]3[CH:29]=[CH:28][CH:27]=[CH:26][CH:25]=3)=[CH:7][N:6]2[CH:8]=1. The yield is 0.120. (9) The reactants are [CH3:1][C:2]1[CH:11]=[C:10]([CH2:12][O:13][C:14]2[CH:19]=[CH:18][C:17]([S:20]([NH:23][C@@H:24]3[C@H:29]([C:30]([OH:32])=O)[CH2:28][CH:27]=[CH:26][CH2:25]3)(=[O:22])=[O:21])=[CH:16][CH:15]=2)[C:9]2[C:4](=[CH:5][CH:6]=[CH:7][CH:8]=2)[N:3]=1.[OH:33][N:34]1C2C=CC=CC=2N=N1.Cl.CN(C)CCCN=C=NCC.NO. The catalyst is CN(C)C=O. The product is [OH:33][NH:34][C:30]([C@H:29]1[C@@H:24]([NH:23][S:20]([C:17]2[CH:16]=[CH:15][C:14]([O:13][CH2:12][C:10]3[C:9]4[C:4](=[CH:5][CH:6]=[CH:7][CH:8]=4)[N:3]=[C:2]([CH3:1])[CH:11]=3)=[CH:19][CH:18]=2)(=[O:21])=[O:22])[CH2:25][CH:26]=[CH:27][CH2:28]1)=[O:32]. The yield is 0.380. (10) The reactants are Br[C:2]1[N:7]=[C:6]([NH:8][CH2:9][CH:10]2[CH2:15][CH2:14][O:13][CH2:12][CH2:11]2)[C:5]([Cl:16])=[N:4][CH:3]=1.C([O-])([O-])=O.[Na+].[Na+].[Cl:23][C:24]1[C:25](B(O)O)=[CH:26][C:27]([F:30])=[N:28][CH:29]=1.C(Cl)Cl. The catalyst is COCCOC.CCOC(C)=O.C1C=CC(P(C2C=CC=CC=2)[C-]2C=CC=C2)=CC=1.C1C=CC(P(C2C=CC=CC=2)[C-]2C=CC=C2)=CC=1.Cl[Pd]Cl.[Fe+2]. The product is [Cl:16][C:5]1[C:6]([NH:8][CH2:9][CH:10]2[CH2:15][CH2:14][O:13][CH2:12][CH2:11]2)=[N:7][C:2]([C:25]2[C:24]([Cl:23])=[CH:29][N:28]=[C:27]([F:30])[CH:26]=2)=[CH:3][N:4]=1. The yield is 0.384.